This data is from NCI-60 drug combinations with 297,098 pairs across 59 cell lines. The task is: Regression. Given two drug SMILES strings and cell line genomic features, predict the synergy score measuring deviation from expected non-interaction effect. (1) Drug 1: CS(=O)(=O)C1=CC(=C(C=C1)C(=O)NC2=CC(=C(C=C2)Cl)C3=CC=CC=N3)Cl. Drug 2: CCCS(=O)(=O)NC1=C(C(=C(C=C1)F)C(=O)C2=CNC3=C2C=C(C=N3)C4=CC=C(C=C4)Cl)F. Cell line: SK-MEL-28. Synergy scores: CSS=43.6, Synergy_ZIP=7.55, Synergy_Bliss=9.85, Synergy_Loewe=-17.4, Synergy_HSA=4.64. (2) Drug 1: C1=CC(=CC=C1CC(C(=O)O)N)N(CCCl)CCCl.Cl. Drug 2: N.N.Cl[Pt+2]Cl. Cell line: MDA-MB-435. Synergy scores: CSS=-2.18, Synergy_ZIP=4.36, Synergy_Bliss=5.62, Synergy_Loewe=-1.64, Synergy_HSA=-0.699. (3) Drug 1: CN1C(=O)N2C=NC(=C2N=N1)C(=O)N. Drug 2: C1C(C(OC1N2C=NC(=NC2=O)N)CO)O. Cell line: HOP-92. Synergy scores: CSS=0.654, Synergy_ZIP=-0.786, Synergy_Bliss=0.182, Synergy_Loewe=-7.42, Synergy_HSA=-2.32. (4) Drug 1: CC1C(C(CC(O1)OC2CC(CC3=C2C(=C4C(=C3O)C(=O)C5=C(C4=O)C(=CC=C5)OC)O)(C(=O)C)O)N)O.Cl. Drug 2: C1CNP(=O)(OC1)N(CCCl)CCCl. Cell line: NCI-H226. Synergy scores: CSS=9.91, Synergy_ZIP=1.61, Synergy_Bliss=12.2, Synergy_Loewe=-1.02, Synergy_HSA=8.63. (5) Drug 1: CCN(CC)CCCC(C)NC1=C2C=C(C=CC2=NC3=C1C=CC(=C3)Cl)OC. Drug 2: B(C(CC(C)C)NC(=O)C(CC1=CC=CC=C1)NC(=O)C2=NC=CN=C2)(O)O. Cell line: T-47D. Synergy scores: CSS=49.2, Synergy_ZIP=0.957, Synergy_Bliss=3.78, Synergy_Loewe=-21.5, Synergy_HSA=5.82. (6) Drug 1: C1=CC(=C2C(=C1NCCNCCO)C(=O)C3=C(C=CC(=C3C2=O)O)O)NCCNCCO. Drug 2: CCC1=C2CN3C(=CC4=C(C3=O)COC(=O)C4(CC)O)C2=NC5=C1C=C(C=C5)O. Cell line: UO-31. Synergy scores: CSS=32.0, Synergy_ZIP=-13.4, Synergy_Bliss=-7.27, Synergy_Loewe=-1.91, Synergy_HSA=-0.0795. (7) Drug 1: C1CCC(CC1)NC(=O)N(CCCl)N=O. Drug 2: C1CC(C1)(C(=O)O)C(=O)O.[NH2-].[NH2-].[Pt+2]. Cell line: EKVX. Synergy scores: CSS=0.646, Synergy_ZIP=-5.07, Synergy_Bliss=-4.78, Synergy_Loewe=-4.60, Synergy_HSA=-4.05.